Dataset: Catalyst prediction with 721,799 reactions and 888 catalyst types from USPTO. Task: Predict which catalyst facilitates the given reaction. (1) Reactant: [C:1]([O:5][C:6](=[O:19])[NH:7][C:8]1[CH:13]=[C:12](Cl)[C:11]([Cl:15])=[CH:10][C:9]=1[N+:16]([O-:18])=[O:17])([CH3:4])([CH3:3])[CH3:2].[NH:20]1[CH2:24][CH2:23][CH2:22][CH2:21]1. Product: [C:1]([O:5][C:6](=[O:19])[NH:7][C:8]1[CH:13]=[C:12]([N:20]2[CH2:24][CH2:23][CH2:22][CH2:21]2)[C:11]([Cl:15])=[CH:10][C:9]=1[N+:16]([O-:18])=[O:17])([CH3:4])([CH3:3])[CH3:2]. The catalyst class is: 16. (2) Reactant: CS(O)(=O)=O.[O:6]=[C:7]1[C:15]2[C:10](=[CH:11][C:12]([CH2:16][C:17]([O:19][CH3:20])=[O:18])=[CH:13][CH:14]=2)[CH2:9][CH2:8]1.[N-:21]=[N+]=[N-].[Na+]. Product: [O:6]=[C:7]1[C:15]2[C:10](=[CH:11][C:12]([CH2:16][C:17]([O:19][CH3:20])=[O:18])=[CH:13][CH:14]=2)[CH2:9][CH2:8][NH:21]1. The catalyst class is: 2. (3) Reactant: [F:1][C:2]1[CH:7]=[CH:6][C:5]([C:8]2[C:16]([C:17]3[CH:22]=[CH:21][N:20]=[C:19](S(C)(=O)=O)[N:18]=3)=[C:15]3[N:10]([CH2:11][O:12][CH2:13][CH2:14]3)[N:9]=2)=[CH:4][CH:3]=1.[CH:27]([NH2:30])([CH3:29])[CH3:28]. Product: [F:1][C:2]1[CH:7]=[CH:6][C:5]([C:8]2[C:16]([C:17]3[CH:22]=[CH:21][N:20]=[C:19]([NH:30][CH:27]([CH3:29])[CH3:28])[N:18]=3)=[C:15]3[N:10]([CH2:11][O:12][CH2:13][CH2:14]3)[N:9]=2)=[CH:4][CH:3]=1. The catalyst class is: 22.